The task is: Predict the reaction yield, written as a fraction of the theoretical maximum amount of product (1.0 means a 100% yield; for example, 0.34 means a 34% yield).. This data is from Reaction yield outcomes from USPTO patents with 853,638 reactions. The reactants are [N+:1]([C:4]1[CH:8]=[N:7][NH:6][C:5]=1[NH2:9])([O-:3])=[O:2].CN(C)[CH:12]=[CH:13][C:14]([C:16]1[CH:17]=[C:18]([N:22]([CH2:27][CH3:28])[S:23]([CH3:26])(=[O:25])=[O:24])[CH:19]=[CH:20][CH:21]=1)=O.C(OCC)(=O)C. The catalyst is C(O)(=O)C. The product is [CH2:27]([N:22]([C:18]1[CH:19]=[CH:20][CH:21]=[C:16]([C:14]2[N:6]3[N:7]=[CH:8][C:4]([N+:1]([O-:3])=[O:2])=[C:5]3[N:9]=[CH:12][CH:13]=2)[CH:17]=1)[S:23]([CH3:26])(=[O:24])=[O:25])[CH3:28]. The yield is 0.610.